Dataset: Forward reaction prediction with 1.9M reactions from USPTO patents (1976-2016). Task: Predict the product of the given reaction. (1) Given the reactants [Cl:1][C:2]1[CH:3]=[CH:4][C:5]([OH:25])=[C:6]([CH2:8][N:9]2[CH:13]=[CH:12][C:11]([C:14]([NH:16][C:17]3[C:22]([F:23])=[CH:21][CH:20]=[CH:19][C:18]=3[F:24])=[O:15])=[N:10]2)[CH:7]=1.C(=O)([O-])[O-].[K+].[K+].Br[CH:33]1[CH2:36][CH2:35][CH2:34]1, predict the reaction product. The product is: [Cl:1][C:2]1[CH:3]=[CH:4][C:5]([O:25][CH:33]2[CH2:36][CH2:35][CH2:34]2)=[C:6]([CH2:8][N:9]2[CH:13]=[CH:12][C:11]([C:14]([NH:16][C:17]3[C:18]([F:24])=[CH:19][CH:20]=[CH:21][C:22]=3[F:23])=[O:15])=[N:10]2)[CH:7]=1. (2) Given the reactants [Mg].II.[CH2:4](Br)[CH2:5][CH2:6][CH2:7][CH2:8]/[CH:9]=[CH:10]\[CH2:11]/[CH:12]=[CH:13]\[CH2:14]/[CH:15]=[CH:16]\[CH2:17][CH2:18][CH2:19][CH2:20][CH3:21].C([O:25][CH2:26][CH3:27])=O.[OH-].[K+], predict the reaction product. The product is: [CH2:4]([CH:26]([CH2:27][CH2:20][CH2:19][CH2:18][CH2:17]/[CH:16]=[CH:15]\[CH2:14]/[CH:13]=[CH:12]\[CH2:11]/[CH:10]=[CH:9]\[CH2:8][CH2:7][CH2:6][CH2:5][CH3:4])[OH:25])[CH2:5][CH2:6][CH2:7][CH2:8]/[CH:9]=[CH:10]\[CH2:11]/[CH:12]=[CH:13]\[CH2:14]/[CH:15]=[CH:16]\[CH2:17][CH2:18][CH2:19][CH2:20][CH3:21]. (3) Given the reactants [F:1][C:2]1[C:3]([C:22]2[N:26]([CH:27]3[CH2:32][CH2:31][O:30][CH2:29][CH2:28]3)[C:25]([CH3:33])=[N:24][CH:23]=2)=[N:4][C:5]([NH:8][CH:9]2[CH2:14][CH2:13][N:12]([C:15](OC(C)(C)C)=[O:16])[CH2:11][CH2:10]2)=[N:6][CH:7]=1.C(Cl)(=O)[C:35]1[CH:40]=[CH:39][CH:38]=[CH:37][CH:36]=1, predict the reaction product. The product is: [C:15]([N:12]1[CH2:13][CH2:14][CH:9]([NH:8][C:5]2[N:4]=[C:3]([C:22]3[N:26]([CH:27]4[CH2:32][CH2:31][O:30][CH2:29][CH2:28]4)[C:25]([CH3:33])=[N:24][CH:23]=3)[C:2]([F:1])=[CH:7][N:6]=2)[CH2:10][CH2:11]1)(=[O:16])[C:35]1[CH:40]=[CH:39][CH:38]=[CH:37][CH:36]=1.